Dataset: Full USPTO retrosynthesis dataset with 1.9M reactions from patents (1976-2016). Task: Predict the reactants needed to synthesize the given product. Given the product [CH2:1]([NH:3][C:4](=[O:28])[C:5]1[CH:10]=[C:9]([C:11]2[CH:19]=[C:18]3[C:14]([C:15]([C:20]4[CH:25]=[CH:24][CH:23]=[CH:22][N+:21]=4[O-:34])=[N:16][NH:17]3)=[CH:13][CH:12]=2)[C:8]([CH3:26])=[C:7]([F:27])[CH:6]=1)[CH3:2], predict the reactants needed to synthesize it. The reactants are: [CH2:1]([NH:3][C:4](=[O:28])[C:5]1[CH:10]=[C:9]([C:11]2[CH:19]=[C:18]3[C:14]([C:15]([C:20]4[CH:25]=[CH:24][CH:23]=[CH:22][N:21]=4)=[N:16][NH:17]3)=[CH:13][CH:12]=2)[C:8]([CH3:26])=[C:7]([F:27])[CH:6]=1)[CH3:2].ClC1C=C(C=CC=1)C(OO)=[O:34].CO.